Dataset: Full USPTO retrosynthesis dataset with 1.9M reactions from patents (1976-2016). Task: Predict the reactants needed to synthesize the given product. (1) Given the product [Br:1][C:2]1[CH:3]=[C:4]([N+:18]([O-:20])=[O:19])[C:5]([C:23]2[CH:24]=[C:25]([S:28]([CH3:31])(=[O:29])=[O:30])[CH:26]=[CH:27][C:22]=2[F:21])=[N:6][CH:7]=1, predict the reactants needed to synthesize it. The reactants are: [Br:1][C:2]1[CH:3]=[C:4]([N+:18]([O-:20])=[O:19])[C:5](C2C=CC(C(OC)=O)=CC=2)=[N:6][CH:7]=1.[F:21][C:22]1[CH:27]=[CH:26][C:25]([S:28]([CH3:31])(=[O:30])=[O:29])=[CH:24][C:23]=1B1OC(C)(C)C(C)(C)O1. (2) Given the product [C:1]([O:5][C:6](=[O:34])[CH:7]([NH:17][C:18]([NH:20][CH:21]([C:27]([O:29][C:30]([CH3:33])([CH3:32])[CH3:31])=[O:28])[CH2:22][CH2:23][CH2:24][CH2:25][NH:26][CH2:41][C:40]1[CH:43]=[CH:44][C:37]([Sn:36]([CH3:35])([CH3:46])[CH3:45])=[CH:38][CH:39]=1)=[O:19])[CH2:8][CH2:9][C:10]([O:12][C:13]([CH3:16])([CH3:15])[CH3:14])=[O:11])([CH3:2])([CH3:3])[CH3:4], predict the reactants needed to synthesize it. The reactants are: [C:1]([O:5][C:6](=[O:34])[CH:7]([NH:17][C:18]([NH:20][CH:21]([C:27]([O:29][C:30]([CH3:33])([CH3:32])[CH3:31])=[O:28])[CH2:22][CH2:23][CH2:24][CH2:25][NH2:26])=[O:19])[CH2:8][CH2:9][C:10]([O:12][C:13]([CH3:16])([CH3:15])[CH3:14])=[O:11])([CH3:4])([CH3:3])[CH3:2].[CH3:35][Sn:36]([CH3:46])([CH3:45])[C:37]1[CH:44]=[CH:43][C:40]([CH:41]=O)=[CH:39][CH:38]=1.C(O[BH-](OC(=O)C)OC(=O)C)(=O)C.[Na+]. (3) Given the product [CH3:1][O:2][C:3]([C:5]1[CH:13]=[C:12]2[C:8]([C:9]([C:16]([NH2:28])=[O:18])=[CH:10][N:11]2[CH2:14][CH3:15])=[CH:7][CH:6]=1)=[O:4], predict the reactants needed to synthesize it. The reactants are: [CH3:1][O:2][C:3]([C:5]1[CH:13]=[C:12]2[C:8]([C:9]([C:16]([OH:18])=O)=[CH:10][N:11]2[CH2:14][CH3:15])=[CH:7][CH:6]=1)=[O:4].C(Cl)Cl.C(Cl)(=O)C(Cl)=O.[NH4+:28].[OH-]. (4) Given the product [C:12]([O:11][C:9]([C:8]1[C:7]([OH:16])=[C:6]([C:24]([F:27])([F:25])[F:26])[CH:5]=[CH:4][C:3]=1[CH2:2][O:44][C:41]1[CH:40]=[CH:39][C:38]([C:35]2[S:34][C:33]([CH2:32][C:31]([OH:45])=[O:30])=[CH:37][CH:36]=2)=[CH:43][CH:42]=1)=[O:10])([CH3:13])([CH3:14])[CH3:15], predict the reactants needed to synthesize it. The reactants are: Br[CH2:2][C:3]1[C:8]([C:9]([O:11][C:12]([CH3:15])([CH3:14])[CH3:13])=[O:10])=[C:7]([O:16]C(OC(C)(C)C)=O)[C:6]([C:24]([F:27])([F:26])[F:25])=[CH:5][CH:4]=1.C([O:30][C:31](=[O:45])[CH2:32][C:33]1[S:34][C:35]([C:38]2[CH:43]=[CH:42][C:41]([OH:44])=[CH:40][CH:39]=2)=[CH:36][CH:37]=1)C. (5) Given the product [Cl:81][C:80]1[CH:79]=[CH:78][CH:77]=[C:76]2[C:75]=1[C:74](=[O:84])[N:94]([C:91]1[S:90][C:89]([C:87]([OH:88])=[O:86])=[CH:93][CH:92]=1)[CH2:82]2, predict the reactants needed to synthesize it. The reactants are: ClC1C=CC=C2C=1C(=O)N(C1C=C(C=CC=1)C(NCCC1CCN(C3C=CN=CC=3)CC1)=O)C2.N1C=CC(N2CCC3(CCNCC3)CC2)=CC=1.ClC1C=CC=C2C=1C(=O)N(C1C=C(C=CC=1)C(O)=O)C2.CO[C:74](=[O:84])[C:75]1[C:80]([Cl:81])=[CH:79][CH:78]=[CH:77][C:76]=1[CH2:82]Br.C[O:86][C:87]([C:89]1[S:90][C:91]([NH2:94])=[CH:92][CH:93]=1)=[O:88]. (6) Given the product [CH3:1][NH:4][C:5]1[CH:10]=[CH:9][C:8]([C:11]2[CH:12]=[C:13]3[C:18](=[CH:19][CH:20]=2)[N:17]=[C:16]([O:21][CH2:22][CH2:23][O:24][CH2:25][CH2:26][O:27][CH2:28][CH2:29][OH:30])[CH:15]=[CH:14]3)=[CH:7][CH:6]=1, predict the reactants needed to synthesize it. The reactants are: [CH3:1][O-].[Na+].[NH2:4][C:5]1[CH:10]=[CH:9][C:8]([C:11]2[CH:12]=[C:13]3[C:18](=[CH:19][CH:20]=2)[N:17]=[C:16]([O:21][CH2:22][CH2:23][O:24][CH2:25][CH2:26][O:27][CH2:28][CH2:29][OH:30])[CH:15]=[CH:14]3)=[CH:7][CH:6]=1.C=O.[BH4-].[Na+]. (7) Given the product [N:6]1[CH:7]=[CH:8][C:3]([C:1]2[N:2]=[C:15]([OH:17])[C:14]3[CH:18]=[CH:19][N:20]=[CH:21][C:13]=3[N:12]=2)=[CH:4][CH:5]=1, predict the reactants needed to synthesize it. The reactants are: [C:1]([C:3]1[CH:8]=[CH:7][N:6]=[CH:5][CH:4]=1)#[N:2].C[O-].[Na+].[NH2:12][C:13]1[CH:21]=[N:20][CH:19]=[CH:18][C:14]=1[C:15]([OH:17])=O. (8) The reactants are: C([O:3][C:4]([C:6]1[CH:7]([C:21]([F:24])([F:23])[F:22])[O:8][C:9]2[C:14]([CH:15]=1)=[CH:13][C:12]([Cl:16])=[CH:11][C:10]=2[C:17]#[C:18][CH2:19][CH3:20])=[O:5])C.C1COCC1.CCO.O.O[Li].O.Cl. Given the product [C:17]([C:10]1[CH:11]=[C:12]([Cl:16])[CH:13]=[C:14]2[C:9]=1[O:8][CH:7]([C:21]([F:22])([F:23])[F:24])[C:6]([C:4]([OH:5])=[O:3])=[CH:15]2)#[C:18][CH2:19][CH3:20], predict the reactants needed to synthesize it. (9) Given the product [CH2:43]([O:17][C:15]([C:14]1[CH:13]=[C:12]([CH:20]=[CH:19][CH:18]=1)[O:11][C:9]1[CH:8]=[CH:7][N:6]=[C:5]2[N:4]([CH2:21][C:22]3[CH:27]=[CH:26][C:25]([O:28][CH3:29])=[CH:24][CH:23]=3)[N:3]=[C:2]([NH:30][C@@H:31]3[CH2:35][CH2:34][N:33]([C:36]([O:38][C:39]([CH3:42])([CH3:41])[CH3:40])=[O:37])[CH2:32]3)[C:10]=12)=[O:16])[CH3:44], predict the reactants needed to synthesize it. The reactants are: I[C:2]1[C:10]2[C:5](=[N:6][CH:7]=[CH:8][C:9]=2[O:11][C:12]2[CH:13]=[C:14]([CH:18]=[CH:19][CH:20]=2)[C:15]([O-:17])=[O:16])[N:4]([CH2:21][C:22]2[CH:27]=[CH:26][C:25]([O:28][CH3:29])=[CH:24][CH:23]=2)[N:3]=1.[NH2:30][C@@H:31]1[CH2:35][CH2:34][N:33]([C:36]([O:38][C:39]([CH3:42])([CH3:41])[CH3:40])=[O:37])[CH2:32]1.[CH3:43][C:44]1(C)C2C(=C(P(C3C=CC=CC=3)C3C=CC=CC=3)C=CC=2)OC2C(P(C3C=CC=CC=3)C3C=CC=CC=3)=CC=CC1=2.C(=O)([O-])[O-].[Cs+].[Cs+]. (10) Given the product [F:1][C:2]1[CH:3]=[C:4]([CH2:9][C@@H:10]([CH2:11][NH:12][C:13]([O:14][CH2:15][C:16]2[CH:17]=[CH:18][CH:19]=[CH:20][CH:21]=2)=[O:22])[C:23]([OH:37])=[O:38])[CH:5]=[CH:6][C:7]=1[F:8], predict the reactants needed to synthesize it. The reactants are: [F:1][C:2]1[CH:3]=[C:4]([CH2:9][C@H:10]([C:23](=[O:37])N2[C@H](CC3C=CC=CC=3)COC2=O)[CH2:11][NH:12][C:13](=[O:22])[O:14][CH2:15][C:16]2[CH:21]=[CH:20][CH:19]=[CH:18][CH:17]=2)[CH:5]=[CH:6][C:7]=1[F:8].[OH:38]O.[Li+].[OH-].